Dataset: Kir2.1 potassium channel HTS with 301,493 compounds. Task: Binary Classification. Given a drug SMILES string, predict its activity (active/inactive) in a high-throughput screening assay against a specified biological target. (1) The molecule is Clc1cc(N2C(N3C(CCC3)C2=O)c2cccnc2)ccc1. The result is 0 (inactive). (2) The drug is O=C(c1ccc(c2ccc(Cn3c4nc(c(N)cc4nc3C)C)cc2)cc1)C. The result is 0 (inactive). (3) The molecule is S1CCn2c1nc(c2)c1ccc(NS(=O)(=O)C)cc1. The result is 0 (inactive). (4) The molecule is Clc1c(OC)c(Cl)cc(c1)C(=O)NN. The result is 0 (inactive).